This data is from Catalyst prediction with 721,799 reactions and 888 catalyst types from USPTO. The task is: Predict which catalyst facilitates the given reaction. (1) Reactant: C[O:2][C:3]1[CH:4]=[C:5]2[C:10](=[CH:11][CH:12]=1)[N:9]=[CH:8][CH:7]=[C:6]2[S:13][C:14]1([C:18]([O:20][CH2:21][CH3:22])=[O:19])[CH2:17][CH2:16][CH2:15]1.B(Br)(Br)Br.O.C(=O)(O)[O-].[Na+]. Product: [OH:2][C:3]1[CH:4]=[C:5]2[C:10](=[CH:11][CH:12]=1)[N:9]=[CH:8][CH:7]=[C:6]2[S:13][C:14]1([C:18]([O:20][CH2:21][CH3:22])=[O:19])[CH2:15][CH2:16][CH2:17]1. The catalyst class is: 4. (2) Reactant: [CH3:1][O:2][C:3]1[CH:9]=[C:8]([O:10][CH3:11])[C:7]([N+:12]([O-:14])=[O:13])=[CH:6][C:4]=1[NH2:5].[CH3:15][O:16]C1C=C(OC)C([N+]([O-])=O)=CC=1[N+]([O-])=O.C(Cl)(Cl)=O. Product: [N:5]([C:4]1[CH:6]=[C:7]([N+:12]([O-:14])=[O:13])[C:8]([O:10][CH3:11])=[CH:9][C:3]=1[O:2][CH3:1])=[C:15]=[O:16]. The catalyst class is: 25. (3) Reactant: [Br:1][C:2]1[C:10]([CH3:11])=[CH:9][CH:8]=[CH:7][C:3]=1[C:4](O)=[O:5].C(Cl)(=O)C([Cl:15])=O. Product: [Br:1][C:2]1[C:10]([CH3:11])=[CH:9][CH:8]=[CH:7][C:3]=1[C:4]([Cl:15])=[O:5]. The catalyst class is: 4. (4) Reactant: C([N-:4][CH:5](C)C)(C)C.[Li+].C([Li])CCC.C([NH:17]C(C)C)(C)C.[C:21]([O:26]CC)(=O)[CH:22]([CH3:24])[CH3:23].[Br:29][C:30]1[CH:31]=[CH:32][C:33]([N:36]2[C:40]([C:41]([F:44])([F:43])[F:42])=[CH:39][C:38]([C:45](Cl)=O)=[N:37]2)=[N:34][CH:35]=1. Product: [Br:29][C:30]1[CH:31]=[CH:32][C:33]([N:36]2[C:40]([C:41]([F:44])([F:43])[F:42])=[CH:39][C:38]([C:45]3[C:22]([CH3:23])([CH3:24])[C:21](=[O:26])[N:4]([CH3:5])[N:17]=3)=[N:37]2)=[N:34][CH:35]=1. The catalyst class is: 1.